This data is from Forward reaction prediction with 1.9M reactions from USPTO patents (1976-2016). The task is: Predict the product of the given reaction. (1) Given the reactants C(=O)([O-])[O-].[K+].[K+].[C:7]([O:11][C:12]([N:14]1[CH2:19][CH2:18][CH:17](OS(C)(=O)=O)[CH2:16][CH2:15]1)=[O:13])([CH3:10])([CH3:9])[CH3:8].[N+:25]([C:28]1[CH:33]=[CH:32][C:31]([SH:34])=[CH:30][CH:29]=1)([O-:27])=[O:26], predict the reaction product. The product is: [C:7]([O:11][C:12]([N:14]1[CH2:15][CH2:16][CH:17]([S:34][C:31]2[CH:32]=[CH:33][C:28]([N+:25]([O-:27])=[O:26])=[CH:29][CH:30]=2)[CH2:18][CH2:19]1)=[O:13])([CH3:8])([CH3:9])[CH3:10]. (2) Given the reactants [Br:1][C:2]1[CH:3]=[C:4]([CH:8]=[CH:9][N:10]=1)[C:5]([NH2:7])=[O:6].C(O[CH:14](OCC)[N:15]([CH3:17])[CH3:16])C, predict the reaction product. The product is: [Br:1][C:2]1[CH:3]=[C:4]([C:5](/[N:7]=[CH:14]/[N:15]([CH3:17])[CH3:16])=[O:6])[CH:8]=[CH:9][N:10]=1. (3) Given the reactants [Cl:1][C:2]1[CH:3]=[C:4]([CH:9]([CH2:18][CH:19]2[CH2:23][CH2:22][CH2:21][CH:20]2[OH:24])[C:10]([NH:12][C:13]2[S:14][CH:15]=[CH:16][N:17]=2)=[O:11])[CH:5]=[CH:6][C:7]=1[Cl:8].[Cr](Cl)([O-])(=O)=O.[NH+]1C=CC=CC=1, predict the reaction product. The product is: [Cl:1][C:2]1[CH:3]=[C:4]([CH:9]([CH2:18][CH:19]2[CH2:23][CH2:22][CH2:21][C:20]2=[O:24])[C:10]([NH:12][C:13]2[S:14][CH:15]=[CH:16][N:17]=2)=[O:11])[CH:5]=[CH:6][C:7]=1[Cl:8]. (4) Given the reactants [NH2:1][C:2]1[C:7]([OH:8])=[CH:6][CH:5]=[C:4]([Br:9])[N:3]=1.C([O-])([O-])=O.[K+].[K+].Br[C:17]([CH3:24])([CH3:23])[C:18](OCC)=[O:19], predict the reaction product. The product is: [Br:9][C:4]1[CH:5]=[CH:6][C:7]2[O:8][C:17]([CH3:24])([CH3:23])[C:18](=[O:19])[NH:1][C:2]=2[N:3]=1.